From a dataset of Forward reaction prediction with 1.9M reactions from USPTO patents (1976-2016). Predict the product of the given reaction. Given the reactants [Br:1][C:2]1[CH:7]=[CH:6][C:5]([CH:8]=[CH2:9])=[C:4]([Cl:10])[CH:3]=1.[H][H], predict the reaction product. The product is: [Br:1][C:2]1[CH:7]=[CH:6][C:5]([CH2:8][CH3:9])=[C:4]([Cl:10])[CH:3]=1.